From a dataset of Full USPTO retrosynthesis dataset with 1.9M reactions from patents (1976-2016). Predict the reactants needed to synthesize the given product. (1) Given the product [NH2:1][C:2]1[N:7]=[C:6]([N:8]2[CH2:20][CH2:19][C:11]3([CH2:12][NH:13][C@H:14]([C:16]([O:18][CH2:52][CH2:53][CH2:54][CH2:55][CH2:56][CH2:57][CH2:58][CH3:59])=[O:17])[CH2:15]3)[CH2:10][CH2:9]2)[CH:5]=[C:4]([O:21][C@H:22]([C:27]2[CH:32]=[CH:31][C:30]([Cl:33])=[CH:29][C:28]=2[N:34]2[CH:38]=[CH:37][C:36]([CH3:39])=[N:35]2)[C:23]([F:25])([F:24])[F:26])[N:3]=1, predict the reactants needed to synthesize it. The reactants are: [NH2:1][C:2]1[N:7]=[C:6]([N:8]2[CH2:20][CH2:19][C:11]3([CH2:15][C@@H:14]([C:16]([OH:18])=[O:17])[NH:13][CH2:12]3)[CH2:10][CH2:9]2)[CH:5]=[C:4]([O:21][C@H:22]([C:27]2[CH:32]=[CH:31][C:30]([Cl:33])=[CH:29][C:28]=2[N:34]2[CH:38]=[CH:37][C:36]([CH3:39])=[N:35]2)[C:23]([F:26])([F:25])[F:24])[N:3]=1.O.C1(C)C=CC(S(O)(=O)=O)=CC=1.[CH2:52](O)[CH2:53][CH2:54][CH2:55][CH2:56][CH2:57][CH2:58][CH3:59]. (2) Given the product [C:1]([O:5][C:6](=[O:7])[NH:8][CH:9]([C:10](=[O:12])[NH:26][CH2:19][C:20]1[CH:25]=[CH:24][CH:23]=[CH:22][CH:21]=1)[C:13]1[CH:18]=[CH:17][CH:16]=[CH:15][CH:14]=1)([CH3:2])([CH3:3])[CH3:4], predict the reactants needed to synthesize it. The reactants are: [C:1]([O:5][C:6]([NH:8][C@@H:9]([C:13]1[CH:18]=[CH:17][CH:16]=[CH:15][CH:14]=1)[C:10]([OH:12])=O)=[O:7])([CH3:4])([CH3:3])[CH3:2].[CH2:19]([NH2:26])[C:20]1[CH:25]=[CH:24][CH:23]=[CH:22][CH:21]=1.C(N(C(C)C)CC)(C)C.F[P-](F)(F)(F)(F)F.Br[P+](N1CCCC1)(N1CCCC1)N1CCCC1. (3) Given the product [CH3:1][N:2]([CH3:23])[CH2:3][CH2:4][C@H:5]([NH2:15])[CH2:6][NH2:7].[ClH:24], predict the reactants needed to synthesize it. The reactants are: [CH3:1][N:2]([CH3:23])[CH2:3][CH2:4][C@H:5]([NH:15]C(=O)OCC(C)C)[CH2:6][NH:7]C(=O)OCC(C)C.[ClH:24]. (4) Given the product [CH2:11]([O:13][C:14]([N:16]1[CH2:22][CH2:21][C:20]2[CH:23]=[CH:24][S:25][C:19]=2[C:18](=[CH2:1])[CH2:17]1)=[O:15])[CH3:12], predict the reactants needed to synthesize it. The reactants are: [CH3:1][Si]([N-][Si](C)(C)C)(C)C.[K+].[CH2:11]([O:13][C:14]([N:16]1[CH2:22][CH2:21][C:20]2[CH:23]=[CH:24][S:25][C:19]=2[C:18](=O)[CH2:17]1)=[O:15])[CH3:12]. (5) Given the product [CH3:1][O:2][C:3]1[CH:4]=[C:5]([CH:29]=[C:30]([O:34][CH3:35])[C:31]=1[O:32][CH3:33])[C:6]([N:8]1[CH2:13][CH2:12][CH2:11][C:10]([CH2:14][CH2:15][N:53]2[CH2:54][CH2:55][CH2:56][N:50]([C:42]3[N:41]([CH2:40][CH2:39][O:38][CH2:36][CH3:37])[C:45]4[CH:46]=[CH:47][CH:48]=[CH:49][C:44]=4[N:43]=3)[CH2:51][CH2:52]2)([C:21]2[CH:26]=[CH:25][C:24]([Cl:27])=[C:23]([Cl:28])[CH:22]=2)[CH2:9]1)=[O:7], predict the reactants needed to synthesize it. The reactants are: [CH3:1][O:2][C:3]1[CH:4]=[C:5]([CH:29]=[C:30]([O:34][CH3:35])[C:31]=1[O:32][CH3:33])[C:6]([N:8]1[CH2:13][CH2:12][CH2:11][C:10]([C:21]2[CH:26]=[CH:25][C:24]([Cl:27])=[C:23]([Cl:28])[CH:22]=2)([CH2:14][CH2:15]OS(C)(=O)=O)[CH2:9]1)=[O:7].[CH2:36]([O:38][CH2:39][CH2:40][N:41]1[C:45]2[CH:46]=[CH:47][CH:48]=[CH:49][C:44]=2[N:43]=[C:42]1[N:50]1[CH2:56][CH2:55][CH2:54][NH:53][CH2:52][CH2:51]1)[CH3:37].C(N(CC)C(C)C)(C)C.CO. (6) Given the product [O:26]=[C:25]1[CH:24]([N:23]2[C:19](=[O:21])[C:11]3[C:12](=[CH:16][CH:17]=[CH:18][C:10]=3[NH:9][C:5]3[CH:6]=[CH:7][CH:8]=[C:3]([O:2][CH3:1])[CH:4]=3)[C:13]2=[O:15])[CH2:30][CH2:29][C:28](=[O:31])[NH:27]1, predict the reactants needed to synthesize it. The reactants are: [CH3:1][O:2][C:3]1[CH:4]=[C:5]([NH:9][C:10]2[CH:18]=[CH:17][CH:16]=[C:12]([C:13]([OH:15])=O)[C:11]=2[C:19]([OH:21])=O)[CH:6]=[CH:7][CH:8]=1.Cl.[NH2:23][CH:24]1[CH2:30][CH2:29][C:28](=[O:31])[NH:27][C:25]1=[O:26].